The task is: Regression. Given two drug SMILES strings and cell line genomic features, predict the synergy score measuring deviation from expected non-interaction effect.. This data is from NCI-60 drug combinations with 297,098 pairs across 59 cell lines. (1) Cell line: TK-10. Drug 2: C1=CN(C=N1)CC(O)(P(=O)(O)O)P(=O)(O)O. Synergy scores: CSS=19.7, Synergy_ZIP=1.12, Synergy_Bliss=-1.16, Synergy_Loewe=-0.176, Synergy_HSA=1.66. Drug 1: C1=C(C(=O)NC(=O)N1)F. (2) Drug 1: COC1=CC(=CC(=C1O)OC)C2C3C(COC3=O)C(C4=CC5=C(C=C24)OCO5)OC6C(C(C7C(O6)COC(O7)C8=CC=CS8)O)O. Drug 2: CN1C2=C(C=C(C=C2)N(CCCl)CCCl)N=C1CCCC(=O)O.Cl. Cell line: KM12. Synergy scores: CSS=21.3, Synergy_ZIP=-2.27, Synergy_Bliss=-2.32, Synergy_Loewe=-8.09, Synergy_HSA=3.61. (3) Drug 1: CNC(=O)C1=CC=CC=C1SC2=CC3=C(C=C2)C(=NN3)C=CC4=CC=CC=N4. Drug 2: C1=CC(=CC=C1C#N)C(C2=CC=C(C=C2)C#N)N3C=NC=N3. Cell line: NCI-H226. Synergy scores: CSS=1.35, Synergy_ZIP=-0.529, Synergy_Bliss=-1.61, Synergy_Loewe=-6.43, Synergy_HSA=-2.81. (4) Drug 1: CC1=C(C(=CC=C1)Cl)NC(=O)C2=CN=C(S2)NC3=CC(=NC(=N3)C)N4CCN(CC4)CCO. Drug 2: CN1C2=C(C=C(C=C2)N(CCCl)CCCl)N=C1CCCC(=O)O.Cl. Cell line: NCI-H226. Synergy scores: CSS=17.6, Synergy_ZIP=-3.55, Synergy_Bliss=3.07, Synergy_Loewe=-52.4, Synergy_HSA=4.00. (5) Synergy scores: CSS=58.2, Synergy_ZIP=7.49, Synergy_Bliss=7.69, Synergy_Loewe=-8.40, Synergy_HSA=9.79. Drug 1: CCCS(=O)(=O)NC1=C(C(=C(C=C1)F)C(=O)C2=CNC3=C2C=C(C=N3)C4=CC=C(C=C4)Cl)F. Cell line: TK-10. Drug 2: CC1=C2C(C(=O)C3(C(CC4C(C3C(C(C2(C)C)(CC1OC(=O)C(C(C5=CC=CC=C5)NC(=O)OC(C)(C)C)O)O)OC(=O)C6=CC=CC=C6)(CO4)OC(=O)C)OC)C)OC.